This data is from hERG Central: cardiac toxicity at 1µM, 10µM, and general inhibition. The task is: Predict hERG channel inhibition at various concentrations. (1) The compound is O=C(CCCN1C(=O)CSc2ncccc21)N1CCN(c2cccc(C(F)(F)F)c2)CC1. Results: hERG_inhib (hERG inhibition (general)): blocker. (2) The drug is Cc1nc(C(=O)Nc2ccc(Cl)cc2)nn1-c1ccc([N+](=O)[O-])cc1. Results: hERG_inhib (hERG inhibition (general)): blocker. (3) The molecule is Cc1ccc(NC(=O)C(c2ccccc2)N2CCN(CC(=O)N3CCOCC3)CC2)cc1Cl. Results: hERG_inhib (hERG inhibition (general)): blocker. (4) The compound is O=[N+]([O-])c1ccc2c(c1)C(c1ccccc1)=NCCN2. Results: hERG_inhib (hERG inhibition (general)): blocker. (5) Results: hERG_inhib (hERG inhibition (general)): blocker. The drug is O=C(Cn1c(=O)c2cccn2c2ccc(F)cc21)NCCCN1CCN(c2ccccc2F)CC1. (6) Results: hERG_inhib (hERG inhibition (general)): blocker. The compound is CCOc1cccc(C(=O)Nc2ccccc2N2CCN(C(=O)C(C)C)CC2)c1.